From a dataset of Reaction yield outcomes from USPTO patents with 853,638 reactions. Predict the reaction yield, written as a fraction of the theoretical maximum amount of product (1.0 means a 100% yield; for example, 0.34 means a 34% yield). (1) The reactants are Cl[CH2:2][CH2:3][CH2:4][C:5]1([C:16]#[N:17])[CH2:8][N:7]([C:9]([O:11][C:12]([CH3:15])([CH3:14])[CH3:13])=[O:10])[CH2:6]1.[I-:18].[Na+]. The catalyst is CC(C)=O.CCOCC. The product is [C:16]([C:5]1([CH2:4][CH2:3][CH2:2][I:18])[CH2:8][N:7]([C:9]([O:11][C:12]([CH3:15])([CH3:14])[CH3:13])=[O:10])[CH2:6]1)#[N:17]. The yield is 0.920. (2) The reactants are [CH3:1][C:2]1[C:15]2[C:14]3[CH:13]=[CH:12][CH:11]=[CH:10][C:9]=3[C:8]3=[N:16][CH:17]=[CH:18][N:7]3[C:6]=2[CH:5]=[CH:4][CH:3]=1.[Br:19]N1C(=O)CCC1=O.O. The catalyst is ClCCl. The product is [Br:19][C:18]1[N:7]2[C:6]3[CH:5]=[CH:4][CH:3]=[C:2]([CH3:1])[C:15]=3[C:14]3[CH:13]=[CH:12][CH:11]=[CH:10][C:9]=3[C:8]2=[N:16][CH:17]=1. The yield is 0.980. (3) The reactants are C(O[C:9]([NH:11][C@@H:12]([CH2:26][C:27]1[CH:32]=[CH:31][C:30]([C:33]2[N:38]=[CH:37][C:36]([C:39]3[CH:44]=[CH:43][C:42]([O:45][CH2:46][CH2:47][CH2:48][CH2:49][CH2:50][CH2:51][CH3:52])=[CH:41][CH:40]=3)=[CH:35][N:34]=2)=[CH:29][CH:28]=1)[C:13]([N:15]1[CH2:18][CH:17]([C:19]([O:21][C:22]([CH3:25])([CH3:24])[CH3:23])=[O:20])[CH2:16]1)=[O:14])=[O:10])C1C=CC=CC=1.C([SiH]([CH2:58][CH3:59])CC)C.[CH2:60](N(CC)CC)C.CN(C(ON1N=N[C:77]2[CH:78]=[CH:79][CH:80]=NC1=2)=[N+](C)C)C.F[P-](F)(F)(F)(F)F.CCN([CH:97]([CH3:99])[CH3:98])C(C)C.Cl. The catalyst is C(Cl)Cl.CN(C=O)C.C(O[Pd]OC(=O)C)(=O)C. The product is [C:97]([C:59]1[CH:58]=[CH:77][C:78]([C:9]([NH:11][C@@H:12]([CH2:26][C:27]2[CH:28]=[CH:29][C:30]([C:33]3[N:38]=[CH:37][C:36]([C:39]4[CH:40]=[CH:41][C:42]([O:45][CH2:46][CH2:47][CH2:48][CH2:49][CH2:50][CH2:51][CH3:52])=[CH:43][CH:44]=4)=[CH:35][N:34]=3)=[CH:31][CH:32]=2)[C:13]([N:15]2[CH2:16][CH:17]([C:19]([O:21][C:22]([CH3:23])([CH3:25])[CH3:24])=[O:20])[CH2:18]2)=[O:14])=[O:10])=[CH:79][CH:80]=1)([CH3:99])([CH3:60])[CH3:98]. The yield is 0.800.